This data is from Full USPTO retrosynthesis dataset with 1.9M reactions from patents (1976-2016). The task is: Predict the reactants needed to synthesize the given product. (1) Given the product [CH2:1]([O:3][C:4]([C:6]1([C:9]2[CH:10]=[CH:11][C:12]([C:15]3[CH:20]=[CH:19][C:18]([C:21]4[O:25][N:24]=[C:23]([CH3:26])[C:22]=4[NH:27][C:39]4[CH:40]=[CH:41][CH:42]=[C:37]([S:34]([C:28]5[CH:33]=[CH:32][CH:31]=[CH:30][CH:29]=5)(=[O:36])=[O:35])[N:38]=4)=[CH:17][CH:16]=3)=[CH:13][CH:14]=2)[CH2:8][CH2:7]1)=[O:5])[CH3:2], predict the reactants needed to synthesize it. The reactants are: [CH2:1]([O:3][C:4]([C:6]1([C:9]2[CH:14]=[CH:13][C:12]([C:15]3[CH:20]=[CH:19][C:18]([C:21]4[O:25][N:24]=[C:23]([CH3:26])[C:22]=4[NH2:27])=[CH:17][CH:16]=3)=[CH:11][CH:10]=2)[CH2:8][CH2:7]1)=[O:5])[CH3:2].[C:28]1([S:34]([C:37]2[CH:42]=[CH:41][CH:40]=[C:39](Br)[N:38]=2)(=[O:36])=[O:35])[CH:33]=[CH:32][CH:31]=[CH:30][CH:29]=1. (2) Given the product [OH:9][C:10]1[CH:19]=[C:18]2[C:13]([C:14]([NH:20][C:21]3[CH:22]=[C:23]4[C:27](=[CH:28][CH:29]=3)[NH:26][C:25]([CH3:30])=[CH:24]4)=[N:15][CH:16]=[N:17]2)=[CH:12][C:11]=1[O:31][CH3:32], predict the reactants needed to synthesize it. The reactants are: Cl.C([O:9][C:10]1[CH:19]=[C:18]2[C:13]([C:14]([NH:20][C:21]3[CH:22]=[C:23]4[C:27](=[CH:28][CH:29]=3)[NH:26][C:25]([CH3:30])=[CH:24]4)=[N:15][CH:16]=[N:17]2)=[CH:12][C:11]=1[O:31][CH3:32])C1C=CC=CC=1.C([O-])=O.[NH4+]. (3) Given the product [Br:1][C:2]1[CH:3]=[C:4]([C:22]#[C:21][Si:18]([CH3:20])([CH3:19])[CH3:17])[C:5]([NH2:8])=[N:6][CH:7]=1, predict the reactants needed to synthesize it. The reactants are: [Br:1][C:2]1[CH:3]=[C:4](I)[C:5]([NH2:8])=[N:6][CH:7]=1.C(N(CC)CC)C.[CH3:17][Si:18]([C:21]#[CH:22])([CH3:20])[CH3:19].O.